This data is from Reaction yield outcomes from USPTO patents with 853,638 reactions. The task is: Predict the reaction yield, written as a fraction of the theoretical maximum amount of product (1.0 means a 100% yield; for example, 0.34 means a 34% yield). (1) The reactants are [Si]([O:8][CH2:9][C:10]1([CH3:37])[S:16][CH2:15][CH2:14][N:13]2[C:17]([C:20]3([C:23]4[CH:28]=[CH:27][C:26]([C:29]5[C:30]([C:35]#[N:36])=[N:31][CH:32]=[CH:33][CH:34]=5)=[CH:25][CH:24]=4)[CH2:22][CH2:21]3)=[N:18][N:19]=[C:12]2[CH2:11]1)(C(C)(C)C)(C)C.Cl. The catalyst is CO. The product is [OH:8][CH2:9][C:10]1([CH3:37])[S:16][CH2:15][CH2:14][N:13]2[C:17]([C:20]3([C:23]4[CH:28]=[CH:27][C:26]([C:29]5[C:30]([C:35]#[N:36])=[N:31][CH:32]=[CH:33][CH:34]=5)=[CH:25][CH:24]=4)[CH2:22][CH2:21]3)=[N:18][N:19]=[C:12]2[CH2:11]1. The yield is 0.970. (2) The reactants are [CH2:1]([CH:3]([C:9]([O:11]CC)=[O:10])[C:4]([O:6][CH2:7][CH3:8])=[O:5])[CH3:2].C(O)C.[OH-].[K+].Cl. The catalyst is O.C(OCC)C. The product is [C:4]([CH:3]([CH2:1][CH3:2])[C:9]([OH:11])=[O:10])([O:6][CH2:7][CH3:8])=[O:5]. The yield is 1.00. (3) The reactants are Br[C:2]1[CH:3]=[N:4][C:5]([CH2:8][CH2:9][N:10]([CH3:12])[CH3:11])=[N:6][CH:7]=1.[F:13][C:14]1[CH:23]=[C:22]([NH:24][S:25]([C:28]2[CH:33]=[CH:32][C:31](B3OC(C)(C)C(C)(C)O3)=[CH:30][CH:29]=2)(=[O:27])=[O:26])[C:21]([F:43])=[CH:20][C:15]=1[C:16]([O:18][CH3:19])=[O:17].C(=O)([O-])[O-].[Na+].[Na+]. The catalyst is O1CCOCC1.O.C1C=CC(P(C2C=CC=CC=2)[C-]2C=CC=C2)=CC=1.C1C=CC(P(C2C=CC=CC=2)[C-]2C=CC=C2)=CC=1.Cl[Pd]Cl.[Fe+2]. The product is [CH3:11][N:10]([CH3:12])[CH2:9][CH2:8][C:5]1[N:4]=[CH:3][C:2]([C:31]2[CH:30]=[CH:29][C:28]([S:25]([NH:24][C:22]3[C:21]([F:43])=[CH:20][C:15]([C:16]([O:18][CH3:19])=[O:17])=[C:14]([F:13])[CH:23]=3)(=[O:27])=[O:26])=[CH:33][CH:32]=2)=[CH:7][N:6]=1. The yield is 0.550. (4) The reactants are [O:1]1[CH2:5][CH2:4][CH:3]([CH2:6][OH:7])[CH2:2]1.Cl[C:9]1[N:10]=[C:11]([OH:25])[C:12]2[CH:18]=[CH:17][N:16]=[C:15]([C:19]3[N:20]=[CH:21][N:22]([CH3:24])[CH:23]=3)[C:13]=2[N:14]=1. No catalyst specified. The product is [CH3:24][N:22]1[CH:23]=[C:19]([C:15]2[C:13]3[N:14]=[C:9]([O:7][CH2:6][CH:3]4[CH2:4][CH2:5][O:1][CH2:2]4)[N:10]=[C:11]([OH:25])[C:12]=3[CH:18]=[CH:17][N:16]=2)[N:20]=[CH:21]1. The yield is 0.270. (5) The reactants are [Cl:1][C:2]1[CH:7]=[CH:6][N:5]=[C:4]([CH2:8][C:9]([C:11]2[CH:16]=[CH:15][C:14]([F:17])=[CH:13][CH:12]=2)=O)[CH:3]=1.Cl.[NH2:19][OH:20].[OH-].[Na+]. The catalyst is CO. The product is [Cl:1][C:2]1[CH:7]=[CH:6][N:5]=[C:4]([CH2:8][C:9]([C:11]2[CH:16]=[CH:15][C:14]([F:17])=[CH:13][CH:12]=2)=[N:19][OH:20])[CH:3]=1. The yield is 0.840. (6) The reactants are [Br:1][C:2]1[CH:3]=[C:4]([C:11]([NH:13][CH2:14][C:15]2[C:16](=[O:23])[NH:17][C:18]([CH3:22])=[CH:19][C:20]=2[CH3:21])=[O:12])[C:5]2[CH:10]=[N:9][NH:8][C:6]=2[N:7]=1.C([O-])([O-])=O.[K+].[K+].Br[CH:31]([C:33]1[CH:38]=[CH:37][CH:36]=[CH:35][CH:34]=1)[CH3:32].O. The catalyst is CN(C=O)C. The product is [Br:1][C:2]1[CH:3]=[C:4]([C:11]([NH:13][CH2:14][C:15]2[C:16](=[O:23])[NH:17][C:18]([CH3:22])=[CH:19][C:20]=2[CH3:21])=[O:12])[C:5]2[CH:10]=[N:9][N:8]([CH:31]([C:33]3[CH:38]=[CH:37][CH:36]=[CH:35][CH:34]=3)[CH3:32])[C:6]=2[N:7]=1. The yield is 0.928. (7) The reactants are [F:1][C:2]1[CH:7]=[CH:6][CH:5]=[CH:4][C:3]=1[CH2:8][O:9][C:10]1[CH:15]=[CH:14][C:13]([C@@H:16]2[N:20]([C:21]([O:23][C:24]([CH3:27])([CH3:26])[CH3:25])=[O:22])[C@H:19]([C:28]([O:30][CH3:31])=[O:29])[CH2:18][CH2:17]2)=[CH:12][CH:11]=1.[Li+].C[Si]([N-][Si](C)(C)C)(C)C.[Br:42][CH2:43]/[CH:44]=[CH:45]\[CH2:46]Br. The catalyst is C1COCC1. The product is [Br:42][CH2:43]/[CH:44]=[CH:45]\[CH2:46][C@@:19]1([C:28]([O:30][CH3:31])=[O:29])[CH2:18][CH2:17][C@H:16]([C:13]2[CH:12]=[CH:11][C:10]([O:9][CH2:8][C:3]3[CH:4]=[CH:5][CH:6]=[CH:7][C:2]=3[F:1])=[CH:15][CH:14]=2)[N:20]1[C:21]([O:23][C:24]([CH3:26])([CH3:27])[CH3:25])=[O:22]. The yield is 0.380. (8) The reactants are Br[C:2]1[CH:3]=[C:4]([F:12])[CH:5]=[C:6]([C:8]([F:11])([F:10])[F:9])[CH:7]=1.CCCCCC.C([Li])CCC.C(OC([N:31]1[CH2:36][CH2:35][C:34](=[O:37])[CH2:33][CH2:32]1)=O)(C)(C)C.[OH-].[Na+]. The catalyst is C(OCC)C.O. The yield is 0.560. The product is [F:12][C:4]1[CH:3]=[C:2]([C:34]2([OH:37])[CH2:35][CH2:36][NH:31][CH2:32][CH2:33]2)[CH:7]=[C:6]([C:8]([F:11])([F:10])[F:9])[CH:5]=1. (9) The reactants are [CH3:1][O:2][C:3]([C:5]1[S:9][C:8]2[CH:10]=[C:11]([C:14](O)=[O:15])[CH:12]=[CH:13][C:7]=2[C:6]=1[O:17][CH2:18][C:19]([O:21][CH3:22])=[O:20])=[O:4].C([SnH](CCCC)CCCC)CCC. The yield is 0.840. The product is [CH3:1][O:2][C:3]([C:5]1[S:9][C:8]2[CH:10]=[C:11]([CH:14]=[O:15])[CH:12]=[CH:13][C:7]=2[C:6]=1[O:17][CH2:18][C:19]([O:21][CH3:22])=[O:20])=[O:4]. The catalyst is S(Cl)(Cl)=O. (10) The reactants are [CH3:1]CN=C=NCCCN(C)C.C1C=CC2[N:20]([OH:21])N=NC=2C=1.[Br:22][C:23]1[CH:28]=[CH:27][C:26]([NH:29][C:30]2[C:38]([C:39]([OH:41])=O)=[C:37]3[N:33]([CH2:34][CH2:35][CH2:36]3)[C:32](=[O:42])[CH:31]=2)=[C:25]([F:43])[CH:24]=1.C[C:45]1([CH3:53])[CH2:49][O:48][CH:47]([CH2:50]ON)[O:46]1. The catalyst is CN(C=O)C. The product is [CH3:1][C:47]1([CH3:50])[O:46][CH:45]([CH2:53][O:21][NH:20][C:39]([C:38]2[C:30]([NH:29][C:26]3[CH:27]=[CH:28][C:23]([Br:22])=[CH:24][C:25]=3[F:43])=[CH:31][C:32](=[O:42])[N:33]3[C:37]=2[CH2:36][CH2:35][CH2:34]3)=[O:41])[CH2:49][O:48]1. The yield is 0.191.